From a dataset of Full USPTO retrosynthesis dataset with 1.9M reactions from patents (1976-2016). Predict the reactants needed to synthesize the given product. Given the product [CH3:15][O:14][C:12](=[O:13])[C:11]1[CH:16]=[C:7]([O:6][C:5]2[CH:28]=[CH:29][C:2]([NH:1][S:33]([C:36]3[CH:42]=[CH:41][C:39]([CH3:40])=[CH:38][CH:37]=3)(=[O:35])=[O:34])=[C:3]([C:30](=[O:31])[NH2:32])[CH:4]=2)[CH:8]=[CH:9][C:10]=1[NH:17][S:18]([C:21]1[CH:26]=[CH:25][C:24]([CH3:27])=[CH:23][CH:22]=1)(=[O:20])=[O:19], predict the reactants needed to synthesize it. The reactants are: [NH2:1][C:2]1[CH:29]=[CH:28][C:5]([O:6][C:7]2[CH:8]=[CH:9][C:10]([NH:17][S:18]([C:21]3[CH:26]=[CH:25][C:24]([CH3:27])=[CH:23][CH:22]=3)(=[O:20])=[O:19])=[C:11]([CH:16]=2)[C:12]([O:14][CH3:15])=[O:13])=[CH:4][C:3]=1[C:30]([NH2:32])=[O:31].[S:33](Cl)([C:36]1[CH:42]=[CH:41][C:39]([CH3:40])=[CH:38][CH:37]=1)(=[O:35])=[O:34].N1C=CC=CC=1.